This data is from Forward reaction prediction with 1.9M reactions from USPTO patents (1976-2016). The task is: Predict the product of the given reaction. (1) The product is: [N:26]1[CH:24]=[CH:23][CH:22]=[N:21][C:20]=1[C:18]1[O:19][C:12]2[CH2:11][N:10]([C:8]3[CH:7]=[C:4]([CH:3]=[CH:2][CH:9]=3)[C:5]#[N:6])[CH2:16][CH2:15][CH2:14][C:13]=2[N:17]=1. Given the reactants F[C:2]1[CH:3]=[C:4]([CH:7]=[C:8]([N:10]2[CH2:16][CH2:15][CH2:14][C:13]3[N:17]=[C:18]([C:20]4C=[CH:24][CH:23]=[CH:22][N:21]=4)[O:19][C:12]=3[CH2:11]2)[CH:9]=1)[C:5]#[N:6].[N:26]1C=CC=NC=1C(O)=O.BrC1C=C(C=CC=1)C#N, predict the reaction product. (2) Given the reactants C([C@@H]1N(CC2C=C(C3C=CC=CC=3)ON=2)C[C@H](CC(C)C)NC1=O)C(C)C.[C:28]([C@@H:32]1[NH:37][C:36](=[O:38])[C@H:35]([CH2:39][CH:40]([CH3:42])[CH3:41])[NH:34][CH2:33]1)([CH3:31])([CH3:30])[CH3:29].[F:43][C:44]1[CH:49]=[CH:48][C:47]([C:50]2[O:54][N:53]=[C:52]([CH:55]=O)[CH:51]=2)=[CH:46][CH:45]=1, predict the reaction product. The product is: [C:28]([C@@H:32]1[NH:37][C:36](=[O:38])[C@H:35]([CH2:39][CH:40]([CH3:42])[CH3:41])[N:34]([CH2:55][C:52]2[CH:51]=[C:50]([C:47]3[CH:48]=[CH:49][C:44]([F:43])=[CH:45][CH:46]=3)[O:54][N:53]=2)[CH2:33]1)([CH3:31])([CH3:30])[CH3:29]. (3) Given the reactants [CH3:1][NH2:2].[F:3][C:4]([F:15])([F:14])[C:5]([F:13])([F:12])[C:6](F)([F:10])[CH2:7][CH2:8]I, predict the reaction product. The product is: [F:10][C:6]([C:5]([F:13])([F:12])[C:4]([F:15])([F:14])[F:3])=[CH:7][CH2:8][NH:2][CH3:1]. (4) Given the reactants [F:1][C:2]1[CH:3]=[C:4]([C@H:10]2[NH:15][C@@H:14]([C:16](=[O:18])[CH3:17])[CH2:13][O:12][CH2:11]2)[CH:5]=[C:6]([F:9])[C:7]=1[F:8].[CH3:19][Mg]Br, predict the reaction product. The product is: [F:9][C:6]1[CH:5]=[C:4]([C@H:10]2[NH:15][C@@H:14]([C:16]([OH:18])([CH3:19])[CH3:17])[CH2:13][O:12][CH2:11]2)[CH:3]=[C:2]([F:1])[C:7]=1[F:8]. (5) Given the reactants [NH2:1][CH2:2][C@@H:3]1[C@H:8]([CH3:9])[CH2:7][CH2:6][CH2:5][N:4]1[C:10]([C:12]1[CH:17]=[C:16]([CH3:18])[CH:15]=[CH:14][C:13]=1[N:19]1[N:23]=[CH:22][CH:21]=[N:20]1)=[O:11].Br[C:25]1[CH:30]=[CH:29][C:28]([CH3:31])=[CH:27][N:26]=1, predict the reaction product. The product is: [CH3:9][C@@H:8]1[CH2:7][CH2:6][CH2:5][N:4]([C:10]([C:12]2[CH:17]=[C:16]([CH3:18])[CH:15]=[CH:14][C:13]=2[N:19]2[N:23]=[CH:22][CH:21]=[N:20]2)=[O:11])[C@@H:3]1[CH2:2][NH:1][C:25]1[CH:30]=[CH:29][C:28]([CH3:31])=[CH:27][N:26]=1. (6) Given the reactants [F:1][C:2]1[CH:10]=[CH:9][C:8]2[C:4](=[CH:5][N:6]([CH3:11])[N:7]=2)[C:3]=1[C@@H:12]1[CH2:14][C@H:13]1[CH2:15][NH2:16].C(N(CC)CC)C.[C:24](O[C:24](=[O:27])[CH2:25][CH3:26])(=[O:27])[CH2:25][CH3:26], predict the reaction product. The product is: [F:1][C:2]1[CH:10]=[CH:9][C:8]2[C:4](=[CH:5][N:6]([CH3:11])[N:7]=2)[C:3]=1[C@@H:12]1[CH2:14][C@H:13]1[CH2:15][NH:16][C:24](=[O:27])[CH2:25][CH3:26].